From a dataset of Full USPTO retrosynthesis dataset with 1.9M reactions from patents (1976-2016). Predict the reactants needed to synthesize the given product. (1) Given the product [Cl:27][C:28]1[C:33]([C:2]2[C:3]([CH3:26])=[C:4]([CH2:16][N:17]([CH3:25])[C:18](=[O:24])[O:19][C:20]([CH3:23])([CH3:21])[CH3:22])[S:5][C:6]=2[S:7]([C:10]2[CH:11]=[CH:12][CH:13]=[CH:14][CH:15]=2)(=[O:8])=[O:9])=[CH:32][CH:31]=[CH:30][N:29]=1, predict the reactants needed to synthesize it. The reactants are: Br[C:2]1[C:3]([CH3:26])=[C:4]([CH2:16][N:17]([CH3:25])[C:18](=[O:24])[O:19][C:20]([CH3:23])([CH3:22])[CH3:21])[S:5][C:6]=1[S:7]([C:10]1[CH:15]=[CH:14][CH:13]=[CH:12][CH:11]=1)(=[O:9])=[O:8].[Cl:27][C:28]1[C:33](B(O)O)=[CH:32][CH:31]=[CH:30][N:29]=1.C(=O)([O-])[O-].[Na+].[Na+].COCCOC. (2) The reactants are: [CH3:1][O:2][C:3]([C:5]1[CH:6]=[N:7][C:8]([N:11]2[CH2:30][CH2:29][C:14]3[NH:15][C:16]4[CH:17]=[CH:18][C:19]([C:22]5[S:23][C:24]([CH:27]=O)=[CH:25][CH:26]=5)=[CH:20][C:21]=4[C:13]=3[CH2:12]2)=[N:9][CH:10]=1)=[O:4].[BH-](OC(C)=O)(OC(C)=O)OC(C)=O.[Na+].[CH3:45][N:46]1[CH2:51][CH2:50][NH:49][CH2:48][CH2:47]1. Given the product [CH3:1][O:2][C:3]([C:5]1[CH:6]=[N:7][C:8]([N:11]2[CH2:30][CH2:29][C:14]3[NH:15][C:16]4[CH:17]=[CH:18][C:19]([C:22]5[S:23][C:24]([CH2:27][N:49]6[CH2:50][CH2:51][N:46]([CH3:45])[CH2:47][CH2:48]6)=[CH:25][CH:26]=5)=[CH:20][C:21]=4[C:13]=3[CH2:12]2)=[N:9][CH:10]=1)=[O:4], predict the reactants needed to synthesize it. (3) Given the product [Br:1][C:2]1[CH:3]=[C:4]2[C:5](=[CH:6][C:7]=1[O:8][CH2:9][C:10]1[CH:11]=[N:12][CH:13]=[C:14]([S:16][CH3:17])[CH:15]=1)[N:18]=[CH:19][N:20]=[C:23]2[NH:24][CH:25]([CH3:27])[CH3:26], predict the reactants needed to synthesize it. The reactants are: [Br:1][C:2]1[C:7]([O:8][CH2:9][C:10]2[CH:11]=[N:12][CH:13]=[C:14]([S:16][CH3:17])[CH:15]=2)=[CH:6][C:5]([N:18]=[CH:19][N:20](C)C)=[C:4]([C:23]#[N:24])[CH:3]=1.[CH:25](N)([CH3:27])[CH3:26].ClCCl.CO. (4) The reactants are: C(OC(=O)[NH:7][C:8]1[CH:13]=[CH:12][C:11]([C:14]2[CH:15]=[N:16][C:17]([O:20][C@@H:21]3[CH:26]4[CH2:27][CH2:28][N:23]([CH2:24][CH2:25]4)[CH2:22]3)=[N:18][CH:19]=2)=[CH:10][C:9]=1[N+:29]([O-:31])=[O:30])(C)(C)C.Cl. Given the product [N:23]12[CH2:28][CH2:27][CH:26]([CH2:25][CH2:24]1)[C@@H:21]([O:20][C:17]1[N:16]=[CH:15][C:14]([C:11]3[CH:12]=[CH:13][C:8]([NH2:7])=[C:9]([N+:29]([O-:31])=[O:30])[CH:10]=3)=[CH:19][N:18]=1)[CH2:22]2, predict the reactants needed to synthesize it. (5) The reactants are: [Br:1][C:2]1[CH:3]=[C:4]([C:8]([F:11])=[CH:9][N:10]=1)[C:5]([OH:7])=[O:6].C(=O)([O-])[O-].[K+].[K+].I[CH2:19][CH3:20].O. Given the product [CH2:19]([O:6][C:5](=[O:7])[C:4]1[C:8]([F:11])=[CH:9][N:10]=[C:2]([Br:1])[CH:3]=1)[CH3:20], predict the reactants needed to synthesize it. (6) Given the product [CH3:41][C:38]([C:34]1[CH:33]=[C:32]([S:29]([N:17]2[C:18]3[C:23](=[CH:22][C:21]([C:25]([F:28])([F:27])[F:26])=[CH:20][CH:19]=3)[CH:24]=[C:16]2[CH2:14][C:11]2[N:10]=[CH:9][C:8]([C:7]([O:6][CH3:5])=[O:42])=[CH:13][CH:12]=2)(=[O:31])=[O:30])[CH:37]=[CH:36][CH:35]=1)([CH3:39])[CH3:40], predict the reactants needed to synthesize it. The reactants are: O=S(Cl)Cl.[CH3:5][O:6][C:7](=[O:42])[C:8]1[CH:13]=[CH:12][C:11]([CH:14]([C:16]2[N:17]([S:29]([C:32]3[CH:37]=[CH:36][CH:35]=[C:34]([C:38]([CH3:41])([CH3:40])[CH3:39])[CH:33]=3)(=[O:31])=[O:30])[C:18]3[C:23]([CH:24]=2)=[CH:22][C:21]([C:25]([F:28])([F:27])[F:26])=[CH:20][CH:19]=3)O)=[N:10][CH:9]=1.C(=O)([O-])O.[Na+].